From a dataset of CYP1A2 inhibition data for predicting drug metabolism from PubChem BioAssay. Regression/Classification. Given a drug SMILES string, predict its absorption, distribution, metabolism, or excretion properties. Task type varies by dataset: regression for continuous measurements (e.g., permeability, clearance, half-life) or binary classification for categorical outcomes (e.g., BBB penetration, CYP inhibition). Dataset: cyp1a2_veith. (1) The molecule is Cc1ccc(/C(N)=N/OC(=O)Cc2cccs2)cc1. The result is 1 (inhibitor). (2) The compound is Nc1cc(Cl)ccc1Oc1ccccc1. The result is 1 (inhibitor). (3) The molecule is Cc1ccc(CS(=O)(=O)CCC(=O)NCCN2CCCC2)cc1. The result is 0 (non-inhibitor). (4) The compound is COc1ccc(NC(=O)N2CCCC3(CCN(C(C)=O)CC3)C2)cc1. The result is 0 (non-inhibitor). (5) The drug is O=C(Nc1ccc(-c2nc3ccccc3[nH]2)cc1)c1ccc2c(c1)OCO2. The result is 0 (non-inhibitor). (6) The drug is Nc1ccc(S(=O)(=O)Nc2ccccn2)cc1. The result is 0 (non-inhibitor).